Regression. Given a peptide amino acid sequence and an MHC pseudo amino acid sequence, predict their binding affinity value. This is MHC class I binding data. From a dataset of Peptide-MHC class I binding affinity with 185,985 pairs from IEDB/IMGT. (1) The peptide sequence is TLDTAIFTDA. The MHC is HLA-A02:01 with pseudo-sequence HLA-A02:01. The binding affinity (normalized) is 0.638. (2) The peptide sequence is QLSLRMLSL. The MHC is HLA-A80:01 with pseudo-sequence HLA-A80:01. The binding affinity (normalized) is 0.0847. (3) The binding affinity (normalized) is 0.0847. The MHC is HLA-B15:01 with pseudo-sequence HLA-B15:01. The peptide sequence is KVIVYCHYY.